This data is from Acute oral toxicity (LD50) regression data from Zhu et al.. The task is: Regression/Classification. Given a drug SMILES string, predict its toxicity properties. Task type varies by dataset: regression for continuous values (e.g., LD50, hERG inhibition percentage) or binary classification for toxic/non-toxic outcomes (e.g., AMES mutagenicity, cardiotoxicity, hepatotoxicity). Dataset: ld50_zhu. (1) The molecule is CCSP(=O)(OC)OC. The rat oral LD50 is 4.09, given as -log10 of the dose in mol/kg body weight (higher means more acutely toxic). (2) The drug is CC(CN1CCN(CCOCCO)CC1)CN1c2ccccc2Sc2ccccc21. The rat oral LD50 is 3.03, given as -log10 of the dose in mol/kg body weight (higher means more acutely toxic). (3) The molecule is CC(C)N(C(=O)CCl)c1ccccc1. The rat oral LD50 is 2.47, given as -log10 of the dose in mol/kg body weight (higher means more acutely toxic). (4) The compound is CC(O)COS(C)(=O)=S. The rat oral LD50 is 2.33, given as -log10 of the dose in mol/kg body weight (higher means more acutely toxic). (5) The rat oral LD50 is 2.30, given as -log10 of the dose in mol/kg body weight (higher means more acutely toxic). The molecule is COC(F)=C(C(F)(F)F)C(F)(F)F. (6) The drug is CCCCCC(=Cc1ccccc1)CO. The rat oral LD50 is 1.71, given as -log10 of the dose in mol/kg body weight (higher means more acutely toxic). (7) The compound is CC(=O)Oc1cc(C(F)(F)F)ccc1C(=O)O. The rat oral LD50 is 2.79, given as -log10 of the dose in mol/kg body weight (higher means more acutely toxic).